From a dataset of Acute oral toxicity (LD50) regression data from Zhu et al.. Regression/Classification. Given a drug SMILES string, predict its toxicity properties. Task type varies by dataset: regression for continuous values (e.g., LD50, hERG inhibition percentage) or binary classification for toxic/non-toxic outcomes (e.g., AMES mutagenicity, cardiotoxicity, hepatotoxicity). Dataset: ld50_zhu. (1) The drug is CCOP(=S)(CC)Oc1ccc(Cl)cc1. The rat oral LD50 is 3.44, given as -log10 of the dose in mol/kg body weight (higher means more acutely toxic). (2) The compound is Clc1cc2c(cc1Cl)Oc1cc(Cl)c(Cl)cc1O2. The rat oral LD50 is 10.2, given as -log10 of the dose in mol/kg body weight (higher means more acutely toxic). (3) The compound is Cc1ccccc1N=C=O. The rat oral LD50 is 1.92, given as -log10 of the dose in mol/kg body weight (higher means more acutely toxic). (4) The drug is ClC1=C(Cl)C2(Cl)C3CC(Cl)CC3C1(Cl)C2(Cl)Cl. The rat oral LD50 is 1.88, given as -log10 of the dose in mol/kg body weight (higher means more acutely toxic). (5) The drug is c1ccc(N(CCN2CCCCC2)Cc2ccccn2)cc1. The rat oral LD50 is 2.56, given as -log10 of the dose in mol/kg body weight (higher means more acutely toxic).